Dataset: Forward reaction prediction with 1.9M reactions from USPTO patents (1976-2016). Task: Predict the product of the given reaction. Given the reactants [N:1]1[CH:6]=[C:5]([OH:7])[CH:4]=[N:3][CH:2]=1.[H-].[Na+].F[C:11]1[CH:16]=[C:15]([I:17])[CH:14]=[CH:13][N:12]=1.O, predict the reaction product. The product is: [I:17][C:15]1[CH:14]=[CH:13][N:12]=[C:11]([O:7][C:5]2[CH:6]=[N:1][CH:2]=[N:3][CH:4]=2)[CH:16]=1.